From a dataset of Reaction yield outcomes from USPTO patents with 853,638 reactions. Predict the reaction yield, written as a fraction of the theoretical maximum amount of product (1.0 means a 100% yield; for example, 0.34 means a 34% yield). The catalyst is O1CCCC1. The yield is 0.970. The reactants are C([C:8]1[CH:9]=[C:10]([CH:15]=[CH:16][C:17]=1[I:18])[C:11]([O:13]C)=O)C1C=CC=CC=1.[BH4-].[Li+].[Cl-].[NH4+]. The product is [CH2:11]([O:13][C:8]1[CH:9]=[C:10]([CH:15]=[CH:16][C:17]=1[I:18])[CH2:11][OH:13])[C:10]1[CH:15]=[CH:16][CH:17]=[CH:8][CH:9]=1.